This data is from Reaction yield outcomes from USPTO patents with 853,638 reactions. The task is: Predict the reaction yield, written as a fraction of the theoretical maximum amount of product (1.0 means a 100% yield; for example, 0.34 means a 34% yield). (1) The catalyst is O1CCCC1. The product is [CH3:6][O:7][C:8]1[CH:13]=[CH:12][C:11]([C:17]2[CH:25]=[CH:24][CH:23]=[CH:22][C:18]=2[C:19]([OH:21])=[O:20])=[CH:10][CH:9]=1. The yield is 1.00. The reactants are C(OCC)C.[CH3:6][O:7][C:8]1[CH:13]=[CH:12][C:11]([Mg]Br)=[CH:10][CH:9]=1.C1(=O)[O:21][C:19](=[O:20])[C:18]2=[CH:22][CH:23]=[CH:24][CH:25]=[C:17]12.Cl. (2) The reactants are Br[C:2]1[S:6][C:5]([C:7]([N:9]([CH2:11][C:12]2[CH:17]=[CH:16][CH:15]=[C:14]([O:18][CH3:19])[CH:13]=2)[CH3:10])=[O:8])=[CH:4][CH:3]=1.[CH3:20][O:21][C:22]1[CH:27]=[CH:26][C:25](B(O)O)=[CH:24][CH:23]=1. The catalyst is [Pd].C1(P(C2C=CC=CC=2)C2C=CC=CC=2)C=CC=CC=1.C1(P(C2C=CC=CC=2)C2C=CC=CC=2)C=CC=CC=1.C1(P(C2C=CC=CC=2)C2C=CC=CC=2)C=CC=CC=1.C1(P(C2C=CC=CC=2)C2C=CC=CC=2)C=CC=CC=1. The product is [CH3:19][O:18][C:14]1[CH:13]=[C:12]([CH:17]=[CH:16][CH:15]=1)[CH2:11][N:9]([CH3:10])[C:7]([C:5]1[S:6][C:2]([C:25]2[CH:26]=[CH:27][C:22]([O:21][CH3:20])=[CH:23][CH:24]=2)=[CH:3][CH:4]=1)=[O:8]. The yield is 0.980. (3) The reactants are [CH3:1][C:2]1[CH:3]=[C:4]([CH:7]=[CH:8][CH:9]=1)[CH2:5]Cl.[H-].[Na+].[F:12][C:13]([F:22])([F:21])[CH2:14][CH2:15][CH:16]([C:19]#[N:20])[C:17]#[N:18]. The catalyst is CN(C)C=O. The product is [CH3:1][C:2]1[CH:3]=[C:4]([CH:7]=[CH:8][CH:9]=1)[CH2:5][C:16]([CH2:15][CH2:14][C:13]([F:12])([F:21])[F:22])([C:17]#[N:18])[C:19]#[N:20]. The yield is 0.620. (4) The reactants are Cl[S:2]([N:5]=[C:6]=[O:7])(=[O:4])=[O:3].[C:8]([OH:12])([CH3:11])([CH3:10])[CH3:9].[N+:13]([C:16]1[CH:21]=[CH:20][C:19]([CH2:22][NH2:23])=[CH:18][CH:17]=1)([O-:15])=[O:14].C(N(CC)CC)C. The catalyst is ClCCl. The product is [N+:13]([C:16]1[CH:17]=[CH:18][C:19]([CH2:22][NH:23][S:2]([NH:5][C:6](=[O:7])[O:12][C:8]([CH3:11])([CH3:10])[CH3:9])(=[O:4])=[O:3])=[CH:20][CH:21]=1)([O-:15])=[O:14]. The yield is 0.510. (5) The catalyst is N1C=CC=CC=1. The yield is 0.800. The reactants are [C:1]1([N:7]2[C:11]([C:12]([Cl:15])([Cl:14])[Cl:13])=[N:10][C:9]([C:16]([OH:18])=O)=[N:8]2)[CH:6]=[CH:5][CH:4]=[CH:3][CH:2]=1.[NH2:19][C:20]1[CH:25]=[CH:24][C:23]([S:26]([NH:29][CH2:30][C:31]([O:33][CH3:34])=[O:32])(=[O:28])=[O:27])=[CH:22][C:21]=1[Cl:35].P(Cl)(Cl)(Cl)=O. The product is [Cl:35][C:21]1[CH:22]=[C:23]([S:26]([NH:29][CH2:30][C:31]([O:33][CH3:34])=[O:32])(=[O:28])=[O:27])[CH:24]=[CH:25][C:20]=1[NH:19][C:16]([C:9]1[N:10]=[C:11]([C:12]([Cl:13])([Cl:14])[Cl:15])[N:7]([C:1]2[CH:2]=[CH:3][CH:4]=[CH:5][CH:6]=2)[N:8]=1)=[O:18]. (6) The reactants are COC(=O)[CH2:4][CH:5]1[CH:9]2[CH2:10][CH2:11][CH:6]1[CH2:7][CH2:8]2.[H-].[Al+3].[Li+].[H-].[H-].[H-].C([O:21]CC)C. No catalyst specified. The product is [CH:9]12[CH:5]([CH2:4][OH:21])[CH:6]([CH2:11][CH2:10]1)[CH2:7][CH2:8]2. The yield is 0.360. (7) The reactants are [CH3:1][C:2]1([CH3:20])[C:6](=O)[N:5]([C:8]([O:10][C:11]([CH3:14])([CH3:13])[CH3:12])=[O:9])[C@H:4]([C:15]([O:17][CH2:18][CH3:19])=[O:16])[CH2:3]1.[Li].I[CH3:23]. The catalyst is C1COCC1. The product is [CH3:23][C:4]1([C:15]([O:17][CH2:18][CH3:19])=[O:16])[CH2:3][C:2]([CH3:20])([CH3:1])[CH2:6][N:5]1[C:8]([O:10][C:11]([CH3:14])([CH3:13])[CH3:12])=[O:9]. The yield is 0.720.